From a dataset of Catalyst prediction with 721,799 reactions and 888 catalyst types from USPTO. Predict which catalyst facilitates the given reaction. (1) Reactant: [F:1][CH:2]([F:35])[O:3][C:4]1[N:9]=[C:8]([CH3:10])[C:7]([C:11]2[C:12]([CH3:33])=[C:13]([CH:30]=[CH:31][CH:32]=2)[CH2:14][NH:15][C:16]2[CH:29]=[CH:28][C:19]3[C@H:20]([CH2:23][C:24]([O:26]C)=[O:25])[CH2:21][O:22][C:18]=3[CH:17]=2)=[C:6]([CH3:34])[N:5]=1.[OH-].[Na+].Cl.[Cl-].[Ca+2:40].[Cl-]. Product: [F:35][CH:2]([F:1])[O:3][C:4]1[N:9]=[C:8]([CH3:10])[C:7]([C:11]2[C:12]([CH3:33])=[C:13]([CH:30]=[CH:31][CH:32]=2)[CH2:14][NH:15][C:16]2[CH:29]=[CH:28][C:19]3[C@H:20]([CH2:23][C:24]([O-:26])=[O:25])[CH2:21][O:22][C:18]=3[CH:17]=2)=[C:6]([CH3:34])[N:5]=1.[Ca+2:40].[F:35][CH:2]([F:1])[O:3][C:4]1[N:9]=[C:8]([CH3:10])[C:7]([C:11]2[C:12]([CH3:33])=[C:13]([CH:30]=[CH:31][CH:32]=2)[CH2:14][NH:15][C:16]2[CH:29]=[CH:28][C:19]3[C@H:20]([CH2:23][C:24]([O-:26])=[O:25])[CH2:21][O:22][C:18]=3[CH:17]=2)=[C:6]([CH3:34])[N:5]=1. The catalyst class is: 364. (2) Reactant: [CH3:1][O:2][C:3]1[CH:8]=[CH:7][CH:6]=[CH:5][C:4]=1[C:9]1[CH:10]=[C:11]2[C:16](=[CH:17][CH:18]=1)[NH:15][C:14]([CH3:20])([CH3:19])[CH:13]=[C:12]2[CH3:21].[Li]CCCC.[C:27]([O:31][C:32](=O)[O:33]C(C)(C)C)([CH3:30])([CH3:29])[CH3:28].O. Product: [C:27]([O:31][C:32]([N:15]1[C:16]2[C:11](=[CH:10][C:9]([C:4]3[CH:5]=[CH:6][CH:7]=[CH:8][C:3]=3[O:2][CH3:1])=[CH:18][CH:17]=2)[C:12]([CH3:21])=[CH:13][C:14]1([CH3:20])[CH3:19])=[O:33])([CH3:30])([CH3:29])[CH3:28]. The catalyst class is: 635. (3) The catalyst class is: 3. Product: [CH:27]1([CH2:33][NH:34][C:14]([C:11]2([CH2:17][C:18]3[CH:19]=[CH:20][C:21]([C:24](=[O:26])[NH2:25])=[CH:22][CH:23]=3)[CH2:10][CH2:9][NH:8][CH2:13][CH2:12]2)=[O:16])[CH2:32][CH2:31][CH2:30][CH2:29][CH2:28]1. Reactant: C(OC([N:8]1[CH2:13][CH2:12][C:11]([CH2:17][C:18]2[CH:23]=[CH:22][C:21]([C:24](=[O:26])[NH2:25])=[CH:20][CH:19]=2)([C:14]([OH:16])=O)[CH2:10][CH2:9]1)=O)(C)(C)C.[CH:27]1([CH2:33][NH2:34])[CH2:32][CH2:31][CH2:30][CH2:29][CH2:28]1.C(N(C(C)C)CC)(C)C.CN(C(ON1N=NC2C=CC=CC1=2)=[N+](C)C)C.F[P-](F)(F)(F)(F)F. (4) Reactant: [CH2:1]([Cl:3])Cl.[CH3:4][CH:5]([O:11][C:12]1[CH:13]=[CH:14][CH:15]=[C:16]2[C:21]=1[N:20]=C[CH:18]=[CH:17]2)[CH2:6][C:7]([CH3:10])([CH3:9])[CH3:8].C1C=C(Cl)C=C(C(OO)=O)C=1. Product: [Cl:3][C:1]1[CH:18]=[CH:17][C:16]2[C:21](=[C:12]([O:11][CH:5]([CH3:4])[CH2:6][C:7]([CH3:10])([CH3:9])[CH3:8])[CH:13]=[CH:14][CH:15]=2)[N:20]=1. The catalyst class is: 25. (5) Reactant: [S:1]([O:8]S(C(F)(F)F)(=O)=O)([C:4]([F:7])([F:6])[F:5])(=[O:3])=[O:2].[OH:16][C:17]1[CH:24]=[C:23](O)[CH:22]=[CH:21][C:18]=1[CH:19]=[O:20].N1C=CC=CC=1. Product: [CH:19]([C:18]1[CH:21]=[CH:22][C:23]([O:8][S:1]([C:4]([F:7])([F:6])[F:5])(=[O:3])=[O:2])=[CH:24][C:17]=1[OH:16])=[O:20]. The catalyst class is: 4.